From a dataset of Forward reaction prediction with 1.9M reactions from USPTO patents (1976-2016). Predict the product of the given reaction. (1) Given the reactants [CH2:1]([CH:3]([C:6]1[C:7]2[N:8]([C:13]([C:17]3[S:21][CH:20]=[N:19][C:18]=3[C:22]([F:25])([F:24])[F:23])=[C:14]([CH3:16])[N:15]=2)[N:9]=[C:10]([CH3:12])[CH:11]=1)[CH2:4][CH3:5])[CH3:2].[Li]CCCC.C(Br)(Br)(Br)[Br:32], predict the reaction product. The product is: [Br:32][C:20]1[S:21][C:17]([C:13]2[N:8]3[N:9]=[C:10]([CH3:12])[CH:11]=[C:6]([CH:3]([CH2:4][CH3:5])[CH2:1][CH3:2])[C:7]3=[N:15][C:14]=2[CH3:16])=[C:18]([C:22]([F:23])([F:24])[F:25])[N:19]=1. (2) Given the reactants Br[C:2]1[S:6][C:5]([CH:7]=[O:8])=[C:4]([CH3:9])[CH:3]=1.[C:10]1([OH:16])[CH:15]=[CH:14][CH:13]=[CH:12][CH:11]=1.C(=O)([O-])[O-].[Cs+].[Cs+].C(OCC)(=O)C, predict the reaction product. The product is: [CH3:9][C:4]1[CH:3]=[C:2]([O:16][C:10]2[CH:15]=[CH:14][CH:13]=[CH:12][CH:11]=2)[S:6][C:5]=1[CH:7]=[O:8]. (3) Given the reactants [CH3:1][O:2][C:3]1[CH:4]=[C:5]2[C:10](=[CH:11][C:12]=1[O:13][CH2:14][CH2:15][O:16][CH3:17])[N:9]=[CH:8][N:7]=[C:6]2[O:18][C:19]1[CH:20]=[C:21]([CH:23]=[CH:24][CH:25]=1)[NH2:22].[CH3:26][O:27][CH2:28][CH2:29][O:30][C:31]1[CH:32]=[C:33]([NH:41][C:42](=O)[O:43]C2C=CC=CC=2)[CH:34]=[C:35]([C:37]([F:40])([F:39])[F:38])[CH:36]=1, predict the reaction product. The product is: [CH3:1][O:2][C:3]1[CH:4]=[C:5]2[C:10](=[CH:11][C:12]=1[O:13][CH2:14][CH2:15][O:16][CH3:17])[N:9]=[CH:8][N:7]=[C:6]2[O:18][C:19]1[CH:20]=[C:21]([NH:22][C:42]([NH:41][C:33]2[CH:34]=[C:35]([C:37]([F:39])([F:40])[F:38])[CH:36]=[C:31]([O:30][CH2:29][CH2:28][O:27][CH3:26])[CH:32]=2)=[O:43])[CH:23]=[CH:24][CH:25]=1. (4) Given the reactants [NH2:1][CH2:2][CH:3]([C:17]1[CH:22]=[CH:21][CH:20]=[CH:19][CH:18]=1)[CH2:4][P:5](C(OCC)OCC)(=[O:9])[O:6]CC.[CH2:23]([C:31]1[CH:38]=[CH:37][C:34]([CH:35]=O)=[CH:33][CH:32]=1)[CH2:24][CH2:25][CH2:26][CH2:27][CH2:28][CH2:29][CH3:30], predict the reaction product. The product is: [CH2:23]([C:31]1[CH:38]=[CH:37][C:34]([CH2:35][NH:1][CH2:2][CH:3]([C:17]2[CH:18]=[CH:19][CH:20]=[CH:21][CH:22]=2)[CH2:4][PH:5](=[O:9])[OH:6])=[CH:33][CH:32]=1)[CH2:24][CH2:25][CH2:26][CH2:27][CH2:28][CH2:29][CH3:30]. (5) Given the reactants Cl.[NH2:2][CH2:3][CH:4]([C:10]1[CH:15]=[CH:14][CH:13]=[CH:12][CH:11]=1)[CH2:5][C:6]([O:8]C)=O.[F:16][C:17]([F:30])([F:29])[C:18]1[N:22]2[N:23]=[CH:24][C:25]([CH:27]=O)=[CH:26][C:21]2=[N:20][N:19]=1.C(N(CC)CC)C.ClCCl, predict the reaction product. The product is: [C:10]1([CH:4]2[CH2:3][N:2]([CH2:27][C:25]3[CH:24]=[N:23][N:22]4[C:18]([C:17]([F:30])([F:16])[F:29])=[N:19][N:20]=[C:21]4[CH:26]=3)[C:6](=[O:8])[CH2:5]2)[CH:15]=[CH:14][CH:13]=[CH:12][CH:11]=1. (6) The product is: [Br:2][C:3]1[CH:4]=[C:5]([C:9]([NH:11][CH:12]2[CH2:13][CH2:14][N:15]([C:19]3[S:20][C:21]([C:24]([NH2:26])=[O:25])=[CH:22][N:23]=3)[CH2:16][CH2:17]2)=[O:10])[NH:6][C:7]=1[CH3:8]. Given the reactants Cl.[Br:2][C:3]1[CH:4]=[C:5]([C:9]([NH:11][CH:12]2[CH2:17][CH2:16][NH:15][CH2:14][CH2:13]2)=[O:10])[NH:6][C:7]=1[CH3:8].Br[C:19]1[S:20][C:21]([C:24]([NH2:26])=[O:25])=[CH:22][N:23]=1, predict the reaction product. (7) Given the reactants [CH3:1][O:2][C:3](=[O:14])[C:4]1[CH:9]=[CH:8][C:7]([CH2:10]Br)=[C:6]([F:12])[C:5]=1[F:13].[Br:15][C:16]1[N:20]=[C:19]([CH2:21][CH2:22][CH2:23][CH3:24])[NH:18][C:17]=1[CH:25]=[O:26].C(=O)([O-])[O-].[K+].[K+].CN(C=O)C, predict the reaction product. The product is: [CH3:1][O:2][C:3](=[O:14])[C:4]1[CH:9]=[CH:8][C:7]([CH2:10][N:18]2[C:17]([CH:25]=[O:26])=[C:16]([Br:15])[N:20]=[C:19]2[CH2:21][CH2:22][CH2:23][CH3:24])=[C:6]([F:12])[C:5]=1[F:13].